Dataset: Full USPTO retrosynthesis dataset with 1.9M reactions from patents (1976-2016). Task: Predict the reactants needed to synthesize the given product. Given the product [Br:26][C:27]1[CH:32]=[CH:31][C:30]([Br:33])=[CH:29][C:28]=1[S:34]([NH:1][C@H:2]1[CH2:6][N:5]([C:7]([O:9][C:10]([CH3:11])([CH3:12])[CH3:13])=[O:8])[C@@H:4]([CH2:14][O:15][CH3:16])[CH2:3]1)(=[O:36])=[O:35], predict the reactants needed to synthesize it. The reactants are: [NH2:1][C@H:2]1[CH2:6][N:5]([C:7]([O:9][C:10]([CH3:13])([CH3:12])[CH3:11])=[O:8])[C@@H:4]([CH2:14][O:15][CH3:16])[CH2:3]1.CCN(C(C)C)C(C)C.[Br:26][C:27]1[CH:32]=[CH:31][C:30]([Br:33])=[CH:29][C:28]=1[S:34](Cl)(=[O:36])=[O:35].